This data is from Experimental lipophilicity measurements (octanol/water distribution) for 4,200 compounds from AstraZeneca. The task is: Regression/Classification. Given a drug SMILES string, predict its absorption, distribution, metabolism, or excretion properties. Task type varies by dataset: regression for continuous measurements (e.g., permeability, clearance, half-life) or binary classification for categorical outcomes (e.g., BBB penetration, CYP inhibition). For this dataset (lipophilicity_astrazeneca), we predict Y. The drug is O=c1cc(-c2ccccc2)oc2cc(O)cc(O)c12. The Y is 3.83 logD.